Dataset: Experimentally validated miRNA-target interactions with 360,000+ pairs, plus equal number of negative samples. Task: Binary Classification. Given a miRNA mature sequence and a target amino acid sequence, predict their likelihood of interaction. The miRNA is hsa-miR-4276 with sequence CUCAGUGACUCAUGUGC. The protein sequence of the target gene is MSGGTPYIGSKISLISKAEIRYEGILYTIDTENSTVALAKVRSFGTEDRPTDRPIPPRDEVFEYIIFRGSDIKDLTVCEPPKPQCSLPQDPAIVQSSLGSSTSSFQSMGSYGPFGRMPTYSQFSPSSLVGQQFGAVGVAGSSLTSFGTETSNSGTLPQSSAVGSAFTQDTRSLKTQLSQGRSSPQLDPLRKSPTMEQAVQTASAHLPAPAAVGRRSPVSTRPLPSASQKAGENQEHRRAEVHKVSRPENEQLRNDNKRQVAPGAPSAPRRGRGGHRGGRGRFGIRRDGPMKFEKDFDFES.... Result: 1 (interaction).